Task: Predict which catalyst facilitates the given reaction.. Dataset: Catalyst prediction with 721,799 reactions and 888 catalyst types from USPTO Reactant: Br[CH2:2][C:3]([C:5]1[CH:10]=[CH:9][C:8]([F:11])=[CH:7][CH:6]=1)=O.[CH2:12]([O:14][C:15]([C:17]1[S:21][C:20]([NH2:22])=[N:19][C:18]=1[CH3:23])=[O:16])[CH3:13]. Product: [CH2:12]([O:14][C:15]([C:17]1[S:21][C:20]2=[N:22][C:3]([C:5]3[CH:10]=[CH:9][C:8]([F:11])=[CH:7][CH:6]=3)=[CH:2][N:19]2[C:18]=1[CH3:23])=[O:16])[CH3:13]. The catalyst class is: 8.